Dataset: Forward reaction prediction with 1.9M reactions from USPTO patents (1976-2016). Task: Predict the product of the given reaction. Given the reactants [C:1]1([C:27]2[CH:32]=[CH:31][CH:30]=[CH:29][CH:28]=2)[CH:6]=[CH:5][C:4]([NH:7][C:8](=[O:26])[C:9]2[CH:14]=[CH:13][C:12](Br)=[C:11]([NH:16][C:17](=[O:25])[CH2:18][N:19]3[CH2:24][CH2:23][O:22][CH2:21][CH2:20]3)[CH:10]=2)=[CH:3][CH:2]=1.[O:33]1[CH:37]=[CH:36][CH:35]=[C:34]1B(O)O.C(=O)([O-])[O-].[Na+].[Na+].O1CCOCC1, predict the reaction product. The product is: [C:1]1([C:27]2[CH:32]=[CH:31][CH:30]=[CH:29][CH:28]=2)[CH:6]=[CH:5][C:4]([NH:7][C:8](=[O:26])[C:9]2[CH:14]=[CH:13][C:12]([C:34]3[O:33][CH:37]=[CH:36][CH:35]=3)=[C:11]([NH:16][C:17](=[O:25])[CH2:18][N:19]3[CH2:24][CH2:23][O:22][CH2:21][CH2:20]3)[CH:10]=2)=[CH:3][CH:2]=1.